Dataset: Reaction yield outcomes from USPTO patents with 853,638 reactions. Task: Predict the reaction yield, written as a fraction of the theoretical maximum amount of product (1.0 means a 100% yield; for example, 0.34 means a 34% yield). The reactants are Cl[C:2]1[C:11]2[CH2:10][CH2:9][C:8]([CH3:13])([CH3:12])[CH2:7][C:6]=2[N:5]=[C:4]([NH2:14])[N:3]=1.[CH3:15][N:16]([CH:24]1[CH2:28][CH2:27][NH:26][CH2:25]1)C(=O)OC(C)(C)C.C(N(CC)CC)C.C(O)(C(F)(F)F)=O. The catalyst is CN1C(=O)CCC1.O.C(Cl)Cl. The product is [CH3:12][C:8]1([CH3:13])[CH2:7][C:6]2[N:5]=[C:4]([NH2:14])[N:3]=[C:2]([N:26]3[CH2:27][CH2:28][CH:24]([NH:16][CH3:15])[CH2:25]3)[C:11]=2[CH2:10][CH2:9]1. The yield is 0.150.